This data is from Cav3 T-type calcium channel HTS with 100,875 compounds. The task is: Binary Classification. Given a drug SMILES string, predict its activity (active/inactive) in a high-throughput screening assay against a specified biological target. (1) The drug is Brc1ccc(/C(=N\NC(OCC)=O)C)cc1. The result is 0 (inactive). (2) The drug is S(=O)(=O)(Nc1noc(c1)C)c1ccc(C2CCCCC2)cc1. The result is 0 (inactive). (3) The result is 0 (inactive). The drug is S(=O)(=O)(N1CCN(S(=O)(=O)c2ccc(F)cc2)CC1)CCC. (4) The compound is S(=O)(=O)(NCC(C)C)c1cc(c(OCC(=O)N2CCN(CC2)Cc2ccccc2)cc1)C. The result is 0 (inactive). (5) The drug is O=C(N1CCN(CC1)C(OC(C)(C)C)=O)C(n1nnc(c1)CCC(O)=O)C(CC)C. The result is 0 (inactive).